From a dataset of Forward reaction prediction with 1.9M reactions from USPTO patents (1976-2016). Predict the product of the given reaction. (1) Given the reactants [NH2:1][C:2]1[CH:42]=[CH:41][C:5]([C:6]([NH:8][C@H:9]2[CH2:14][CH2:13][CH2:12][C@@H:11]([NH:15][C:16]3[N:21]=[C:20]([C:22]4[C:30]5[C:25](=[CH:26][CH:27]=[CH:28][CH:29]=5)[N:24](S(C5C=CC=CC=5)(=O)=O)[CH:23]=4)[C:19]([Cl:40])=[CH:18][N:17]=3)[CH2:10]2)=[O:7])=[C:4]([N:43]2[CH2:48][CH2:47][O:46][CH2:45][CH2:44]2)[CH:3]=1.[OH-].[Na+].O, predict the reaction product. The product is: [NH2:1][C:2]1[CH:42]=[CH:41][C:5]([C:6]([NH:8][C@H:9]2[CH2:14][CH2:13][CH2:12][C@@H:11]([NH:15][C:16]3[N:21]=[C:20]([C:22]4[C:30]5[C:25](=[CH:26][CH:27]=[CH:28][CH:29]=5)[NH:24][CH:23]=4)[C:19]([Cl:40])=[CH:18][N:17]=3)[CH2:10]2)=[O:7])=[C:4]([N:43]2[CH2:48][CH2:47][O:46][CH2:45][CH2:44]2)[CH:3]=1. (2) Given the reactants C(O)(C(F)(F)F)=O.[NH2:8][C:9]1[CH:10]=[C:11]2[C:17]([C:18]3[CH:23]=[CH:22][CH:21]=[CH:20][CH:19]=3)=[C:16]([C:24]3[CH:29]=[CH:28][C:27]([C:30]4([NH:34]C(=O)OC(C)(C)C)[CH2:33][CH2:32][CH2:31]4)=[CH:26][CH:25]=3)[O:15][C:12]2=[N:13][CH:14]=1.C(Cl)[Cl:43], predict the reaction product. The product is: [ClH:43].[ClH:43].[ClH:43].[NH2:34][C:30]1([C:27]2[CH:26]=[CH:25][C:24]([C:16]3[O:15][C:12]4=[N:13][CH:14]=[C:9]([NH2:8])[CH:10]=[C:11]4[C:17]=3[C:18]3[CH:23]=[CH:22][CH:21]=[CH:20][CH:19]=3)=[CH:29][CH:28]=2)[CH2:31][CH2:32][CH2:33]1. (3) Given the reactants [N:1]([CH2:4][C:5]1[CH:10]=[C:9]([C:11]([F:14])([F:13])[F:12])[CH:8]=[C:7]([C:15]([F:18])([F:17])[F:16])[CH:6]=1)=[N+:2]=[N-:3].C(=O)([O-])[O-].[K+].[K+].P(O)(O)(O)=O.[Cl:30][C:31]1[CH:36]=[CH:35][CH:34]=[CH:33][C:32]=1[C:37]([C:39]1[C:40]([CH:45]=[C:46](O)[C:47]2[CH:52]=[CH:51][N:50]=[CH:49][CH:48]=2)=[N:41][CH:42]=[CH:43][CH:44]=1)=[O:38].[OH-].[Na+], predict the reaction product. The product is: [F:18][C:15]([F:16])([F:17])[C:7]1[CH:6]=[C:5]([CH:10]=[C:9]([C:11]([F:13])([F:14])[F:12])[CH:8]=1)[CH2:4][N:1]1[C:46]([C:47]2[CH:48]=[CH:49][N:50]=[CH:51][CH:52]=2)=[C:45]([C:40]2[C:39]([C:37]([C:32]3[CH:33]=[CH:34][CH:35]=[CH:36][C:31]=3[Cl:30])=[O:38])=[CH:44][CH:43]=[CH:42][N:41]=2)[N:3]=[N:2]1. (4) Given the reactants [C:1]([C:3]1[CH:8]=[CH:7][C:6]([CH3:9])=[C:5]([N+:10]([O-])=O)[CH:4]=1)#[N:2].[H][H], predict the reaction product. The product is: [C:1]([C:3]1[CH:8]=[CH:7][C:6]([CH3:9])=[C:5]([NH2:10])[CH:4]=1)#[N:2]. (5) Given the reactants [NH2:1][C@H:2]([C:4]1[N:8]([CH:9]2[CH2:12][CH:11]([C:13]#[N:14])[CH2:10]2)[C:7]2[CH:15]=[C:16]([F:19])[CH:17]=[CH:18][C:6]=2[N:5]=1)[CH3:3].Cl[C:21]1[N:29]=[CH:28][N:27]=[C:26]2[C:22]=1[N:23]=[CH:24][N:25]2C1CCCCO1.CCN(C(C)C)C(C)C, predict the reaction product. The product is: [F:19][C:16]1[CH:17]=[CH:18][C:6]2[N:5]=[C:4]([C@@H:2]([NH:1][C:21]3[N:29]=[CH:28][N:27]=[C:26]4[C:22]=3[N:23]=[CH:24][NH:25]4)[CH3:3])[N:8]([CH:9]3[CH2:12][CH:11]([C:13]#[N:14])[CH2:10]3)[C:7]=2[CH:15]=1. (6) Given the reactants [CH3:1][O:2][CH2:3][O:4][C@H:5]([CH:21]=[CH2:22])[CH2:6][CH2:7][C:8]([O:10][C@@H:11]([CH2:13][C@H:14]([O:17][CH2:18][O:19][CH3:20])C=C)[CH3:12])=[O:9], predict the reaction product. The product is: [CH3:1][O:2][CH2:3][O:4][C@H:5]1[CH2:6][CH2:7][C:8](=[O:9])[O:10][C@H:11]([CH3:12])[CH2:13][C@H:14]([O:17][CH2:18][O:19][CH3:20])[CH:22]=[CH:21]1.